Dataset: Experimentally validated miRNA-target interactions with 360,000+ pairs, plus equal number of negative samples. Task: Binary Classification. Given a miRNA mature sequence and a target amino acid sequence, predict their likelihood of interaction. The miRNA is dre-miR-142a-3p with sequence UGUAGUGUUUCCUACUUUAUGGA. The protein sequence of the target gene is MSMLKPSGLKAPTKILKPGSTALKTPAAAAAPVEKTIPSEKASGPPSSETQEEFVDDFRVGERVWVNGNKPGFIQFLGETQFAPGQWAGIVLDEPIGKNDGSVAGVRYFQCEPLKGIFTRPSKLTRKVQAEDEANGLQAAPGRTASPLSTAAATMVSSSPATPSNIPHKPSQSTAKEPSATPQISNLTKTASESISNLSEAGSVKKGERELKVGDRVLVGGTKAGVVRFLGETDFAKGEWCGVELDEPLGKNDGAVAGTRYFQCQPKYGLFAPVHKVTKIGFPSTTPAKAKAAAVRRVMA.... Result: 0 (no interaction).